This data is from Catalyst prediction with 721,799 reactions and 888 catalyst types from USPTO. The task is: Predict which catalyst facilitates the given reaction. (1) Reactant: [CH3:1][O:2][C:3]1[C:8]([C:9]2[CH:10]=[C:11]([NH:14][C:15]3[CH:20]=[N:19][CH:18]=[C:17]([O:21][C@@H:22]4[CH2:27][CH2:26][CH2:25][NH:24][CH2:23]4)[N:16]=3)[NH:12][N:13]=2)=[CH:7][CH:6]=[C:5]([CH3:28])[N:4]=1.[C:29]([OH:36])(=[O:35])[CH2:30][CH2:31][C:32]([OH:34])=[O:33]. Product: [C:29]([OH:36])(=[O:35])[CH2:30][CH2:31][C:32]([OH:34])=[O:33].[CH3:1][O:2][C:3]1[C:8]([C:9]2[CH:10]=[C:11]([NH:14][C:15]3[CH:20]=[N:19][CH:18]=[C:17]([O:21][C@@H:22]4[CH2:27][CH2:26][CH2:25][NH:24][CH2:23]4)[N:16]=3)[NH:12][N:13]=2)=[CH:7][CH:6]=[C:5]([CH3:28])[N:4]=1.[CH3:1][O:2][C:3]1[C:8]([C:9]2[CH:10]=[C:11]([NH:14][C:15]3[CH:20]=[N:19][CH:18]=[C:17]([O:21][C@@H:22]4[CH2:27][CH2:26][CH2:25][NH:24][CH2:23]4)[N:16]=3)[NH:12][N:13]=2)=[CH:7][CH:6]=[C:5]([CH3:28])[N:4]=1. The catalyst class is: 429. (2) Product: [CH:23]1([CH2:22][CH2:21][CH2:20][N:17]2[C:18](=[O:19])[N:14]([C:11]3[CH:10]=[CH:9][C:8]([NH:7][S:41]([C:36]4[CH:37]=[C:38]5[C:33](=[CH:34][CH:35]=4)[O:32][CH:31]([C:28]([NH2:29])=[O:30])[CH2:40][CH2:39]5)(=[O:42])=[O:43])=[CH:13][CH:12]=3)[N:15]=[N:16]2)[CH2:27][CH2:26][CH2:25][CH2:24]1. Reactant: N1C=CC=CC=1.[NH2:7][C:8]1[CH:13]=[CH:12][C:11]([N:14]2[C:18](=[O:19])[N:17]([CH2:20][CH2:21][CH2:22][CH:23]3[CH2:27][CH2:26][CH2:25][CH2:24]3)[N:16]=[N:15]2)=[CH:10][CH:9]=1.[C:28]([CH:31]1[CH2:40][CH2:39][C:38]2[C:33](=[CH:34][CH:35]=[C:36]([S:41](Cl)(=[O:43])=[O:42])[CH:37]=2)[O:32]1)(=[O:30])[NH2:29]. The catalyst class is: 7. (3) Reactant: [NH2:1][C:2]1[CH:7]=[CH:6][C:5]([NH:8][C:9]2[N:13]=[CH:12][N:11]([C:14]3[CH:19]=[CH:18][N:17]=[C:16]([N:20]4[CH2:25][CH:24]([CH3:26])[N:23]([C:27](=[O:29])[CH3:28])[CH:22]([CH3:30])[CH2:21]4)[CH:15]=3)[N:10]=2)=[CH:4][CH:3]=1.C(Cl)Cl.CCN(C(C)C)C(C)C.[O:43]1[CH:47]=[CH:46][CH:45]=[C:44]1[C:48](Cl)=[O:49]. Product: [C:27]([N:23]1[CH:24]([CH3:26])[CH2:25][N:20]([C:16]2[CH:15]=[C:14]([N:11]3[CH:12]=[N:13][C:9]([NH:8][C:5]4[CH:6]=[CH:7][C:2]([NH:1][C:48]([C:44]5[O:43][CH:47]=[CH:46][CH:45]=5)=[O:49])=[CH:3][CH:4]=4)=[N:10]3)[CH:19]=[CH:18][N:17]=2)[CH2:21][CH:22]1[CH3:30])(=[O:29])[CH3:28]. The catalyst class is: 37. (4) Reactant: [Cl:1][C:2]1[CH:3]=[CH:4][C:5]2[N:6]([CH:8]=[C:9]([C:11]([OH:13])=O)[N:10]=2)[N:7]=1.CN(C(ON1N=NC2C=CC=CC1=2)=[N+](C)C)C.F[P-](F)(F)(F)(F)F.CCN(C(C)C)C(C)C.Br.[F:48][C:49]([F:67])([F:66])[C:50]1[CH:51]=[C:52]([C:56]2[CH:65]=[CH:64][C:59]3[NH:60][C:61]([NH2:63])=[N:62][C:58]=3[CH:57]=2)[CH:53]=[CH:54][CH:55]=1.C(=O)(O)[O-].[Na+]. Product: [F:67][C:49]([F:48])([F:66])[C:50]1[CH:51]=[C:52]([C:56]2[CH:65]=[CH:64][C:59]3[NH:60][C:61]([NH:63][C:11]([C:9]4[N:10]=[C:5]5[CH:4]=[CH:3][C:2]([Cl:1])=[N:7][N:6]5[CH:8]=4)=[O:13])=[N:62][C:58]=3[CH:57]=2)[CH:53]=[CH:54][CH:55]=1. The catalyst class is: 3. (5) Reactant: [Br:1][C:2]1[CH:3]=[C:4]([N:8]=[C:9]=[S:10])[CH:5]=[CH:6][CH:7]=1.[CH3:11][O:12][CH:13]([O:17][CH3:18])[CH:14]([NH2:16])[CH3:15]. Product: [Br:1][C:2]1[CH:3]=[C:4]([NH:8][C:9]([NH:16][CH:14]([CH3:15])[CH:13]([O:17][CH3:18])[O:12][CH3:11])=[S:10])[CH:5]=[CH:6][CH:7]=1. The catalyst class is: 14. (6) The catalyst class is: 774. Product: [C:1]([O:5][C:6]([NH:8][CH:9]([CH2:16][CH:28]([C:23]1[CH:24]=[CH:25][CH:26]=[CH:27][C:22]=1[CH3:32])[C:29](=[O:31])[CH3:30])[C:10]([O:12][CH:13]([CH3:14])[CH3:15])=[O:11])=[O:7])([CH3:2])([CH3:3])[CH3:4]. Reactant: [C:1]([O:5][C:6]([NH:8][CH:9]([CH2:16]OS(C)(=O)=O)[C:10]([O:12][CH:13]([CH3:15])[CH3:14])=[O:11])=[O:7])([CH3:4])([CH3:3])[CH3:2].[C:22]1([CH3:32])[CH:27]=[CH:26][CH:25]=[CH:24][C:23]=1[CH2:28][C:29](=[O:31])[CH3:30].C([O-])([O-])=O.[Cs+].[Cs+]. (7) Reactant: C([O:3][C:4](=O)[CH2:5][C@H:6]1[CH2:11][CH2:10][C@H:9]([NH:12][C:13]([O:15][C:16]([CH3:19])([CH3:18])[CH3:17])=[O:14])[CH2:8][CH2:7]1)C.[H-].C([Al+]CC(C)C)C(C)C.O. Product: [C:16]([O:15][C:13](=[O:14])[NH:12][C@H:9]1[CH2:8][CH2:7][C@H:6]([CH2:5][CH:4]=[O:3])[CH2:11][CH2:10]1)([CH3:19])([CH3:17])[CH3:18]. The catalyst class is: 11.